From a dataset of Forward reaction prediction with 1.9M reactions from USPTO patents (1976-2016). Predict the product of the given reaction. Given the reactants C([O:5][P:6]([O:39]C(C)(C)C)([O:8][CH:9](C)[CH2:10][O:11][C:12]([N:14]1[C:22]2[C:17](=[CH:18][CH:19]=[C:20]([C:23]([F:26])([F:25])[F:24])[CH:21]=2)[C@@:16]([C:28]2[CH:33]=[C:32]([Cl:34])[CH:31]=[CH:30][C:29]=2[O:35][CH3:36])([F:27])[C:15]1=[O:37])=[O:13])=[O:7])(C)(C)C.OCCOP(=O)(OC(C)(C)C)OC(C)(C)C, predict the reaction product. The product is: [P:6]([O:8][CH2:9][CH2:10][O:11][C:12]([N:14]1[C:22]2[C:17](=[CH:18][CH:19]=[C:20]([C:23]([F:24])([F:25])[F:26])[CH:21]=2)[C@@:16]([C:28]2[CH:33]=[C:32]([Cl:34])[CH:31]=[CH:30][C:29]=2[O:35][CH3:36])([F:27])[C:15]1=[O:37])=[O:13])([OH:7])([OH:39])=[O:5].